Task: Predict the product of the given reaction.. Dataset: Forward reaction prediction with 1.9M reactions from USPTO patents (1976-2016) Given the reactants [F:1][C:2]([F:23])([F:22])[O:3][C:4]1[CH:9]=[CH:8][C:7]([N:10]2[CH:14]=[N:13][C:12]([C:15]3[CH:21]=[CH:20][C:18]([NH2:19])=[CH:17][CH:16]=3)=[N:11]2)=[CH:6][CH:5]=1.[F:24][C:25]1[CH:30]=[CH:29][C:28]([N:31]=[C:32]=[O:33])=[CH:27][CH:26]=1, predict the reaction product. The product is: [F:24][C:25]1[CH:30]=[CH:29][C:28]([NH:31][C:32]([NH:19][C:18]2[CH:20]=[CH:21][C:15]([C:12]3[N:13]=[CH:14][N:10]([C:7]4[CH:6]=[CH:5][C:4]([O:3][C:2]([F:1])([F:22])[F:23])=[CH:9][CH:8]=4)[N:11]=3)=[CH:16][CH:17]=2)=[O:33])=[CH:27][CH:26]=1.